Task: Predict the reactants needed to synthesize the given product.. Dataset: Full USPTO retrosynthesis dataset with 1.9M reactions from patents (1976-2016) (1) Given the product [Br:1][C:2]1[CH:3]=[C:4]2[C:9](=[CH:10][CH:11]=1)[N:8]=[C:7]([C:18]([O:20][CH2:21][CH3:22])=[CH2:19])[CH:6]=[N:5]2, predict the reactants needed to synthesize it. The reactants are: [Br:1][C:2]1[CH:3]=[C:4]2[C:9](=[CH:10][CH:11]=1)[N:8]=[C:7](Cl)[CH:6]=[N:5]2.C([Sn](CCCC)(CCCC)[C:18]([O:20][CH2:21][CH3:22])=[CH2:19])CCC. (2) Given the product [ClH:30].[ClH:1].[CH:2]([C:5]1[N:10]=[CH:9][C:8]([N:11]([CH2:24][C:25]2[CH:26]=[N:27][N:28]([CH2:31][C:32]3[CH:37]=[CH:36][C:35]([O:38][CH3:39])=[CH:34][N:33]=3)[CH:29]=2)[C:12]([CH:14]2[C:23]3[C:18](=[CH:19][CH:20]=[CH:21][CH:22]=3)[CH2:17][CH2:16][CH2:15]2)=[O:13])=[CH:7][CH:6]=1)([CH3:4])[CH3:3], predict the reactants needed to synthesize it. The reactants are: [ClH:1].[CH:2]([C:5]1[N:10]=[CH:9][C:8]([N:11]([CH2:24][C:25]2[CH:26]=[N:27][NH:28][CH:29]=2)[C:12]([CH:14]2[C:23]3[C:18](=[CH:19][CH:20]=[CH:21][CH:22]=3)[CH2:17][CH2:16][CH2:15]2)=[O:13])=[CH:7][CH:6]=1)([CH3:4])[CH3:3].[Cl:30][CH2:31][C:32]1[CH:37]=[CH:36][C:35]([O:38][CH3:39])=[CH:34][N:33]=1. (3) Given the product [CH2:30]([O:29][C:26]1[CH:25]=[CH:24][C:23]([CH2:22][C:21]([NH:20][C:17]2[CH:18]=[CH:19][C:14]([S:11]([NH:10][C:5]3[CH:6]=[CH:7][CH:8]=[CH:9][C:4]=3[C:3]([OH:33])=[O:2])(=[O:13])=[O:12])=[CH:15][CH:16]=2)=[O:32])=[CH:28][CH:27]=1)[CH3:31], predict the reactants needed to synthesize it. The reactants are: C[O:2][C:3](=[O:33])[C:4]1[CH:9]=[CH:8][CH:7]=[CH:6][C:5]=1[NH:10][S:11]([C:14]1[CH:19]=[CH:18][C:17]([NH:20][C:21](=[O:32])[CH2:22][C:23]2[CH:28]=[CH:27][C:26]([O:29][CH2:30][CH3:31])=[CH:25][CH:24]=2)=[CH:16][CH:15]=1)(=[O:13])=[O:12].[OH-].[Li+].Cl. (4) Given the product [CH2:1]([O:3][C:4]([C@@H:5]1[C@@H:6]([C:8]2[CH:13]=[CH:12][C:11]([S:14]([CH3:17])(=[O:16])=[O:15])=[CH:10][CH:9]=2)[O:7][C:24]([C:26]2[CH:31]=[CH:30][CH:29]=[CH:28][CH:27]=2)=[N:18]1)=[O:19])[CH3:2], predict the reactants needed to synthesize it. The reactants are: [CH2:1]([O:3][C:4](=[O:19])[C@@H:5]([NH2:18])[C@@H:6]([C:8]1[CH:13]=[CH:12][C:11]([S:14]([CH3:17])(=[O:16])=[O:15])=[CH:10][CH:9]=1)[OH:7])[CH3:2].Cl.C(O[C:24]([C:26]1[CH:31]=[CH:30][CH:29]=[CH:28][CH:27]=1)=N)C.C(N(CC)CC)C. (5) Given the product [C:17]([O:20][CH2:21][C:22]1[C:23]([N:31]2[CH2:42][CH2:41][N:40]3[C:33](=[CH:34][C:35]4[CH2:36][C:37]([CH3:44])([CH3:43])[CH2:38][C:39]=43)[C:32]2=[O:45])=[N:24][CH:25]=[CH:26][C:27]=1[C:2]1[CH:3]=[C:4]([NH:10][C:11]2[CH:15]=[C:14]([CH3:16])[O:13][N:12]=2)[C:5](=[O:9])[N:6]([CH3:8])[CH:7]=1)(=[O:19])[CH3:18], predict the reactants needed to synthesize it. The reactants are: Br[C:2]1[CH:3]=[C:4]([NH:10][C:11]2[CH:15]=[C:14]([CH3:16])[O:13][N:12]=2)[C:5](=[O:9])[N:6]([CH3:8])[CH:7]=1.[C:17]([O:20][CH2:21][C:22]1[C:23]([N:31]2[CH2:42][CH2:41][N:40]3[C:33](=[CH:34][C:35]4[CH2:36][C:37]([CH3:44])([CH3:43])[CH2:38][C:39]=43)[C:32]2=[O:45])=[N:24][CH:25]=[CH:26][C:27]=1B(O)O)(=[O:19])[CH3:18].[O-]P([O-])([O-])=O.[K+].[K+].[K+].C([O-])(=O)C.[Na+]. (6) Given the product [ClH:17].[CH3:15][C:2]1[CH:3]=[C:4]([C:9]2[CH:10]=[CH:11][CH:12]=[C:13]([C:40]3[NH:19][C:20]4[CH:21]=[CH:22][C:23]5[C:28](=[C:27]([OH:31])[CH:26]=[C:25]([C:32]([OH:34])=[O:33])[CH:24]=5)[C:29]=4[N:30]=3)[CH:14]=2)[CH:5]=[CH:6][C:7]=1[CH3:8], predict the reactants needed to synthesize it. The reactants are: C[C:2]1([CH:15]=O)[C:7]([CH3:8])=[CH:6][CH:5]=[C:4]([C:9]2[CH:14]=[CH:13][CH:12]=[CH:11][CH:10]=2)[CH2:3]1.[ClH:17].Cl.[NH2:19][C:20]1[C:29]([NH2:30])=[C:28]2[C:23]([CH:24]=[C:25]([C:32]([OH:34])=[O:33])[CH:26]=[C:27]2[OH:31])=[CH:22][CH:21]=1.S(=O)(O)[O-].[Na+].[CH3:40]CO. (7) Given the product [C:9]1([CH:7]([C:2]2[CH:3]=[CH:4][CH:5]=[CH:6][N:1]=2)[OH:8])[CH:14]=[CH:13][CH:12]=[CH:11][CH:10]=1, predict the reactants needed to synthesize it. The reactants are: [N:1]1[CH:6]=[CH:5][CH:4]=[CH:3][C:2]=1[CH:7]=[O:8].[C:9]1([Mg]Br)[CH:14]=[CH:13][CH:12]=[CH:11][CH:10]=1. (8) Given the product [BrH:1].[Br:1][C:2]1[CH:9]=[CH:8][C:5]([C:6](=[NH:11])[NH2:7])=[CH:4][CH:3]=1, predict the reactants needed to synthesize it. The reactants are: [Br:1][C:2]1[CH:9]=[CH:8][C:5]([C:6]#[N:7])=[CH:4][CH:3]=1.[Br-].[NH4+:11].N. (9) The reactants are: [Cl:1][C:2]1[CH:3]=[C:4]([NH:9][C:10]2[C:19]3[C:14](=[CH:15][CH:16]=[CH:17][C:18]=3[O:20][CH2:21][C@@H:22]3[CH2:27][CH2:26][CH2:25][N:24]([C:28]([O:30][C:31]([CH3:34])([CH3:33])[CH3:32])=[O:29])[CH2:23]3)[N:13]=[CH:12][N:11]=2)[CH:5]=[CH:6][C:7]=1[OH:8].Cl.Cl[CH2:37][C:38]1[N:39]=[CH:40][S:41][CH:42]=1. Given the product [Cl:1][C:2]1[CH:3]=[C:4]([NH:9][C:10]2[C:19]3[C:14](=[CH:15][CH:16]=[CH:17][C:18]=3[O:20][CH2:21][C@@H:22]3[CH2:27][CH2:26][CH2:25][N:24]([C:28]([O:30][C:31]([CH3:34])([CH3:33])[CH3:32])=[O:29])[CH2:23]3)[N:13]=[CH:12][N:11]=2)[CH:5]=[CH:6][C:7]=1[O:8][CH2:37][C:38]1[N:39]=[CH:40][S:41][CH:42]=1, predict the reactants needed to synthesize it.